From a dataset of Full USPTO retrosynthesis dataset with 1.9M reactions from patents (1976-2016). Predict the reactants needed to synthesize the given product. (1) Given the product [ClH:37].[ClH:37].[ClH:37].[NH2:35][C:2]1[CH:29]=[CH:28][C:5]([CH2:6][NH:7][C@@H:8]2[CH2:13][CH2:12][C@H:11]([NH:14][C:15]3[N:24]=[C:23]([N:25]([CH3:27])[CH3:26])[C:22]4[C:17](=[CH:18][CH:19]=[CH:20][CH:21]=4)[N:16]=3)[CH2:10][CH2:9]2)=[C:4]([O:30][C:31]([F:34])([F:33])[F:32])[CH:3]=1, predict the reactants needed to synthesize it. The reactants are: Br[C:2]1[CH:29]=[CH:28][C:5]([CH2:6][NH:7][C@@H:8]2[CH2:13][CH2:12][C@H:11]([NH:14][C:15]3[N:24]=[C:23]([N:25]([CH3:27])[CH3:26])[C:22]4[C:17](=[CH:18][CH:19]=[CH:20][CH:21]=4)[N:16]=3)[CH2:10][CH2:9]2)=[C:4]([O:30][C:31]([F:34])([F:33])[F:32])[CH:3]=1.[NH3:35].O.[ClH:37]. (2) Given the product [NH2:32][C:4]1[S:3][C:2]([C:42]2[CH:43]=[CH:44][C:45]([C:47]([F:50])([F:49])[F:48])=[CH:46][C:41]=2[F:40])=[N:6][C:5]=1[C:7]([NH:8][C:9]1[CH:10]=[N:11][N:12]([CH3:30])[C:13]=1[C@@H:14]1[CH2:20][CH2:19][C@@H:18]([NH2:21])[C@@H:17]([F:29])[CH2:16][O:15]1)=[O:31], predict the reactants needed to synthesize it. The reactants are: Br[C:2]1[S:3][C:4]([NH:32]C(=O)OC(C)(C)C)=[C:5]([C:7](=[O:31])[NH:8][C:9]2[CH:10]=[N:11][N:12]([CH3:30])[C:13]=2[C@@H:14]2[CH2:20][CH2:19][C@@H:18]([NH:21]C(OC(C)(C)C)=O)[C@@H:17]([F:29])[CH2:16][O:15]2)[N:6]=1.[F:40][C:41]1[CH:46]=[C:45]([C:47]([F:50])([F:49])[F:48])[CH:44]=[CH:43][C:42]=1B(O)O.